From a dataset of Forward reaction prediction with 1.9M reactions from USPTO patents (1976-2016). Predict the product of the given reaction. (1) Given the reactants Cl.[NH:2]1[CH2:7][CH2:6][CH2:5][C@H:4]([N:8]2[C:12]3=[C:13]4[S:19][CH:18]=[CH:17][C:14]4=[N:15][CH:16]=[C:11]3[N:10]=[C:9]2[C@H:20]([OH:22])[CH3:21])[CH2:3]1.[N:23]12[CH2:26][CH2:25][CH2:24][N:23]=C1CC[CH2:26][CH2:25][CH2:24]2.C(#N)C=C, predict the reaction product. The product is: [OH:22][C@@H:20]([C:9]1[N:8]([C@H:4]2[CH2:5][CH2:6][CH2:7][N:2]([CH2:26][CH2:25][C:24]#[N:23])[CH2:3]2)[C:12]2=[C:13]3[S:19][CH:18]=[CH:17][C:14]3=[N:15][CH:16]=[C:11]2[N:10]=1)[CH3:21]. (2) Given the reactants C(N[C:6]([C:8]([N:33]([CH3:37])[C:34](=[O:36])[CH3:35])([CH2:20][CH2:21][CH2:22][CH2:23][B:24]1[O:28][C:27]([CH3:30])([CH3:29])[C:26]([CH3:32])([CH3:31])[O:25]1)[CH2:9][CH2:10][CH2:11][NH:12]C(=O)OC(C)(C)C)=[O:7])(C)(C)C.[ClH:38].[C:39](OCC)(=[O:41])[CH3:40], predict the reaction product. The product is: [ClH:38].[NH2:12][CH2:11][CH2:10][CH2:9][C:8]([N:33]([CH3:37])[C:34](=[O:36])[CH3:35])([CH2:20][CH2:21][CH2:22][CH2:23][B:24]1[O:25][C:26]([CH3:31])([CH3:32])[C:27]([CH3:29])([CH3:30])[O:28]1)[C:6]([O:41][CH2:39][CH3:40])=[O:7]. (3) Given the reactants [NH2:1][C:2]1[N:7]=[C:6]([C:8]2[N:12]([CH:13]3[CH2:16][N:15](C(OC(C)(C)C)=O)[CH2:14]3)[CH:11]=[N:10][C:9]=2[C:24]2[CH:29]=[CH:28][C:27]([F:30])=[CH:26][CH:25]=2)[CH:5]=[CH:4][N:3]=1.Cl, predict the reaction product. The product is: [NH:15]1[CH2:14][CH:13]([N:12]2[C:8]([C:6]3[CH:5]=[CH:4][N:3]=[C:2]([NH2:1])[N:7]=3)=[C:9]([C:24]3[CH:29]=[CH:28][C:27]([F:30])=[CH:26][CH:25]=3)[N:10]=[CH:11]2)[CH2:16]1.